Dataset: Catalyst prediction with 721,799 reactions and 888 catalyst types from USPTO. Task: Predict which catalyst facilitates the given reaction. (1) Reactant: Cl[C:2]1[CH:7]=[C:6]([CH2:8][CH3:9])[N:5]=[C:4]([NH2:10])[N:3]=1.N1C=CC=CC=1.[C:17]1([CH:23]([N:25]2[CH2:29][CH2:28][CH:27]3[CH2:30][NH:31][CH2:32][CH:26]23)[CH3:24])[CH:22]=[CH:21][CH:20]=[CH:19][CH:18]=1. Product: [CH2:8]([C:6]1[CH:7]=[C:2]([N:31]2[CH2:30][C@@H:27]3[C@@H:26]([N:25]([CH:23]([C:17]4[CH:22]=[CH:21][CH:20]=[CH:19][CH:18]=4)[CH3:24])[CH2:29][CH2:28]3)[CH2:32]2)[N:3]=[C:4]([NH2:10])[N:5]=1)[CH3:9]. The catalyst class is: 14. (2) Reactant: [CH2:1]([O:8][C:9]([NH:11][CH:12]([CH2:18][CH:19]1[CH2:22][CH2:21][CH2:20]1)[CH:13]([OH:17])[C:14]([OH:16])=O)=[O:10])[C:2]1[CH:7]=[CH:6][CH:5]=[CH:4][CH:3]=1.O[N:24]1[C:29](=O)[CH2:28][CH2:27]C1=O.C(Cl)CCl.C1(N)CC1. Product: [CH:19]1([CH2:18][CH:12]([NH:11][C:9](=[O:10])[O:8][CH2:1][C:2]2[CH:3]=[CH:4][CH:5]=[CH:6][CH:7]=2)[CH:13]([OH:17])[C:14]([NH:24][CH:29]2[CH2:27][CH2:28]2)=[O:16])[CH2:22][CH2:21][CH2:20]1. The catalyst class is: 2. (3) The catalyst class is: 7. Reactant: [NH2:1][C:2]1[CH:3]=[C:4]([C:8]2[N:13]3[N:14]=[CH:15][C:16]([C:17]([C:19]4[S:20][CH:21]=[CH:22][CH:23]=4)=[O:18])=[C:12]3[N:11]=[CH:10][CH:9]=2)[CH:5]=[CH:6][CH:7]=1.[CH2:24]([N:28]=[C:29]=[O:30])[CH2:25][CH2:26][CH3:27].C(N(CC)CC)C. Product: [CH2:24]([NH:28][C:29]([NH:1][C:2]1[CH:7]=[CH:6][CH:5]=[C:4]([C:8]2[N:13]3[N:14]=[CH:15][C:16]([C:17]([C:19]4[S:20][CH:21]=[CH:22][CH:23]=4)=[O:18])=[C:12]3[N:11]=[CH:10][CH:9]=2)[CH:3]=1)=[O:30])[CH2:25][CH2:26][CH3:27]. (4) Reactant: [CH3:1][N:2]1[CH:6]=[C:5]([NH:7][C:8](=[O:31])[CH2:9][C:10]2[CH:15]=[CH:14][C:13]([O:16][C:17]3[C:26]4[C:21](=[CH:22][C:23]([O:27][CH3:28])=[CH:24][CH:25]=4)[N:20]=[CH:19][CH:18]=3)=[CH:12][C:11]=2[O:29][CH3:30])[C:4]([CH3:32])=[N:3]1.O.[C:34]1([CH3:44])[CH:39]=[CH:38][C:37]([S:40]([OH:43])(=[O:42])=[O:41])=[CH:36][CH:35]=1.COC(C)(C)C. Product: [C:34]1([CH3:44])[CH:35]=[CH:36][C:37]([S:40]([OH:43])(=[O:41])=[O:42])=[CH:38][CH:39]=1.[CH3:1][N:2]1[CH:6]=[C:5]([NH:7][C:8](=[O:31])[CH2:9][C:10]2[CH:15]=[CH:14][C:13]([O:16][C:17]3[C:26]4[C:21](=[CH:22][C:23]([O:27][CH3:28])=[CH:24][CH:25]=4)[N:20]=[CH:19][CH:18]=3)=[CH:12][C:11]=2[O:29][CH3:30])[C:4]([CH3:32])=[N:3]1. The catalyst class is: 8. (5) Reactant: [CH2:1]([O:4][CH:5]1[CH2:10][CH2:9][CH2:8][CH2:7][O:6]1)[C:2]#[CH:3].C([Li])CCC.[Br:16][C:17](Br)([F:19])[F:18]. Product: [Br:16][C:17]([F:19])([F:18])[C:3]#[C:2][CH2:1][O:4][CH:5]1[CH2:10][CH2:9][CH2:8][CH2:7][O:6]1. The catalyst class is: 7. (6) Reactant: CC(Cl)OC(Cl)=O.C([O-])([O-])=O.[K+].[K+].C([N:21]1[CH2:34][CH:24]2[C:25]3[CH:26]=[C:27]([Cl:33])[CH:28]=[CH:29][C:30]=3[C:31](=[CH2:32])[CH:23]2[CH2:22]1)C1C=CC=CC=1. Product: [Cl:33][C:27]1[CH:28]=[CH:29][C:30]2[C:31](=[CH2:32])[CH:23]3[CH2:22][NH:21][CH2:34][CH:24]3[C:25]=2[CH:26]=1. The catalyst class is: 26. (7) Reactant: C[O:2][C:3](=[O:36])[CH2:4][C@H:5]([OH:35])[CH2:6][C@H:7]([OH:34])[CH:8]=[CH:9][C:10]1[N:11]([CH:31]([CH3:33])[CH3:32])[C:12]([C:28](=[O:30])[NH2:29])=[C:13]([C:22]2[CH:27]=[CH:26][CH:25]=[CH:24][CH:23]=2)[C:14]=1[C:15]1[CH:20]=[CH:19][C:18]([F:21])=[CH:17][CH:16]=1.C(O)C.O.[OH-].[Na+:42]. Product: [Na+:42].[C:28]([C:12]1[N:11]([CH:31]([CH3:33])[CH3:32])[C:10]([CH:9]=[CH:8][C@@H:7]([OH:34])[CH2:6][C@@H:5]([OH:35])[CH2:4][C:3]([O-:36])=[O:2])=[C:14]([C:15]2[CH:16]=[CH:17][C:18]([F:21])=[CH:19][CH:20]=2)[C:13]=1[C:22]1[CH:27]=[CH:26][CH:25]=[CH:24][CH:23]=1)(=[O:30])[NH2:29]. The catalyst class is: 100. (8) The catalyst class is: 24. Reactant: [Br:1][C:2]1[CH:3]=[C:4]2[C:8](=[C:9]([C:11]([O:13]CC)=[O:12])[CH:10]=1)[N:7](C(OC(C)(C)C)=O)[CH:6]=[C:5]2[CH:23]1[CH2:28][CH2:27][S:26](=[O:30])(=[O:29])[C:25]([CH3:32])([CH3:31])[CH2:24]1.[OH-].[Na+].Cl. Product: [Br:1][C:2]1[CH:3]=[C:4]2[C:8](=[C:9]([C:11]([OH:13])=[O:12])[CH:10]=1)[NH:7][CH:6]=[C:5]2[CH:23]1[CH2:28][CH2:27][S:26](=[O:29])(=[O:30])[C:25]([CH3:32])([CH3:31])[CH2:24]1.